Dataset: Reaction yield outcomes from USPTO patents with 853,638 reactions. Task: Predict the reaction yield, written as a fraction of the theoretical maximum amount of product (1.0 means a 100% yield; for example, 0.34 means a 34% yield). (1) The product is [CH:21]([C@@H:11]1[C:12](=[O:13])[NH:14][CH:15]=[CH:16][N:10]1[C:9]([O:8][CH2:1][C:2]1[CH:3]=[CH:4][CH:5]=[CH:6][CH:7]=1)=[O:24])([CH3:22])[CH3:23]. The reactants are [CH2:1]([O:8][C:9](=[O:24])[NH:10][C@H:11]([CH:21]([CH3:23])[CH3:22])[C:12]([NH:14][CH2:15][CH:16](OC)OC)=[O:13])[C:2]1[CH:7]=[CH:6][CH:5]=[CH:4][CH:3]=1.C(O)(C(F)(F)F)=O.O.C([O-])([O-])=O.[Na+].[Na+]. No catalyst specified. The yield is 0.954. (2) The reactants are [BH4-].[Na+].[CH3:3][O:4][C:5]1[C:10]([CH:11]=[O:12])=[C:9]([C:13]([F:16])([F:15])[F:14])[N:8]=[CH:7][N:6]=1.O. The catalyst is CO. The product is [CH3:3][O:4][C:5]1[C:10]([CH2:11][OH:12])=[C:9]([C:13]([F:15])([F:14])[F:16])[N:8]=[CH:7][N:6]=1. The yield is 0.321. (3) The reactants are [CH3:1][O:2][C:3]1[CH:4]=[C:5]2[C:9](=[CH:10][C:11]=1[C:12]([F:15])([F:14])[F:13])[NH:8][CH:7]=[C:6]2[CH3:16].[H-].[Na+].I[CH3:20]. The catalyst is CN(C=O)C. The product is [CH3:1][O:2][C:3]1[CH:4]=[C:5]2[C:9](=[CH:10][C:11]=1[C:12]([F:15])([F:13])[F:14])[N:8]([CH3:20])[CH:7]=[C:6]2[CH3:16]. The yield is 0.750. (4) The reactants are [CH3:1][O:2][C:3](=[O:25])[C:4]([NH:7][C:8]([C:10]1[C:15]([OH:16])=[CH:14][C:13](OS(C(F)(F)F)(=O)=O)=[CH:12][N:11]=1)=[O:9])([CH3:6])[CH3:5].[Cl:26][C:27]1[CH:28]=[C:29](B(O)O)[CH:30]=[CH:31][CH:32]=1.[O-]P([O-])([O-])=O.[K+].[K+].[K+]. The catalyst is O1CCOCC1.C1C=CC(P(C2C=CC=CC=2)[C-]2C=CC=C2)=CC=1.C1C=CC(P(C2C=CC=CC=2)[C-]2C=CC=C2)=CC=1.Cl[Pd]Cl.[Fe+2]. The product is [CH3:1][O:2][C:3](=[O:25])[C:4]([NH:7][C:8]([C:10]1[C:15]([OH:16])=[CH:14][C:13]([C:31]2[CH:30]=[CH:29][CH:28]=[C:27]([Cl:26])[CH:32]=2)=[CH:12][N:11]=1)=[O:9])([CH3:6])[CH3:5]. The yield is 0.730. (5) The reactants are [NH2:1][C:2]1[CH:7]=[CH:6][C:5]([S:8]([NH:11][C@H:12]2[CH2:17][CH2:16][CH2:15][C@@H:14]([NH:18][C:19]3[N:24]=[C:23]([C:25]4[C:33]5[C:28](=[CH:29][CH:30]=[CH:31][CH:32]=5)[NH:27][CH:26]=4)[C:22]([Cl:34])=[CH:21][N:20]=3)[CH2:13]2)(=[O:10])=[O:9])=[CH:4][CH:3]=1.C[CH2:36][N:37]([CH:41]([CH3:43])C)[CH:38](C)C.BrC/C=[CH:47]/[C:48](Cl)=[O:49].C(Cl)Cl.CNC.C1COCC1. The catalyst is CN1C(=O)CCC1.C1COCC1. The product is [Cl:34][C:22]1[C:23]([C:25]2[C:33]3[C:28](=[CH:29][CH:30]=[CH:31][CH:32]=3)[NH:27][CH:26]=2)=[N:24][C:19]([NH:18][C@@H:14]2[CH2:15][CH2:16][CH2:17][C@H:12]([NH:11][S:8]([C:5]3[CH:6]=[CH:7][C:2]([NH:1][C:48](=[O:49])/[CH:47]=[CH:43]/[CH2:41][N:37]([CH3:36])[CH3:38])=[CH:3][CH:4]=3)(=[O:9])=[O:10])[CH2:13]2)=[N:20][CH:21]=1. The yield is 0.210. (6) The reactants are [Cl:1][C:2]1[CH:7]=[CH:6][C:5]([CH2:8][CH2:9][CH2:10][O:11][CH:12]2[CH2:17][CH2:16][N:15](C(OC(C)(C)C)=O)[CH2:14][CH2:13]2)=[CH:4][CH:3]=1.[OH-].[Na+]. The catalyst is C(Cl)Cl.FC(F)(F)C(O)=O. The product is [Cl:1][C:2]1[CH:7]=[CH:6][C:5]([CH2:8][CH2:9][CH2:10][O:11][CH:12]2[CH2:13][CH2:14][NH:15][CH2:16][CH2:17]2)=[CH:4][CH:3]=1. The yield is 0.920. (7) The reactants are [CH3:1][C:2]1([CH3:22])[O:7][C:6](=[O:8])[NH:5][C:4]2[CH:9]=[CH:10][C:11]([C:13]3[CH:14]=[C:15]([CH:18]=[C:19]([F:21])[CH:20]=3)[C:16]#[N:17])=[CH:12][C:3]1=2.[H-].[Na+].Cl[CH2:26][O:27][CH3:28]. The catalyst is CN(C=O)C. The product is [F:21][C:19]1[CH:18]=[C:15]([CH:14]=[C:13]([C:11]2[CH:10]=[CH:9][C:4]3[N:5]([CH2:26][O:27][CH3:28])[C:6](=[O:8])[O:7][C:2]([CH3:22])([CH3:1])[C:3]=3[CH:12]=2)[CH:20]=1)[C:16]#[N:17]. The yield is 0.650.